From a dataset of Peptide-MHC class II binding affinity with 134,281 pairs from IEDB. Regression. Given a peptide amino acid sequence and an MHC pseudo amino acid sequence, predict their binding affinity value. This is MHC class II binding data. (1) The peptide sequence is IVDRQWAQDLTLPWQ. The MHC is DRB1_1101 with pseudo-sequence DRB1_1101. The binding affinity (normalized) is 0. (2) The peptide sequence is MNMSRQGIFQTVGSG. The MHC is DRB1_0901 with pseudo-sequence DRB1_0901. The binding affinity (normalized) is 0.363. (3) The peptide sequence is IPLQWIASAIVLEFF. The MHC is DRB1_0701 with pseudo-sequence DRB1_0701. The binding affinity (normalized) is 0.815. (4) The peptide sequence is SWLEPVQFLRSVFAN. The MHC is DRB1_0401 with pseudo-sequence DRB1_0401. The binding affinity (normalized) is 0.350. (5) The peptide sequence is TSAVGAPTGATTAAA. The MHC is HLA-DQA10401-DQB10402 with pseudo-sequence HLA-DQA10401-DQB10402. The binding affinity (normalized) is 0.371.